This data is from HIV replication inhibition screening data with 41,000+ compounds from the AIDS Antiviral Screen. The task is: Binary Classification. Given a drug SMILES string, predict its activity (active/inactive) in a high-throughput screening assay against a specified biological target. (1) The molecule is Cc1cc(=O)oc2cc(O)cc(OCc3ccccc3)c12. The result is 0 (inactive). (2) The compound is O=C1Oc2ccccc2C1CC(=NNc1ccccc1)c1ccccc1O. The result is 0 (inactive). (3) The compound is COC(=O)C1=Nc2c(C)nn(-c3ccccc3)c2N=C(c2ccc([N+](=O)[O-])cc2)C1. The result is 0 (inactive). (4) The drug is CC(=O)OC1C(OC2CCC34OC35CCC3(C)C(C6(C)CCC(C(C)(C)O)O6)C(O)CC3(C)C5CC(OC3OC(CO)C(O)C(O)C3O)C4C2(C)C)OCC(O)C1O. The result is 1 (active). (5) The compound is Cc1cc2ccc(N)nc2nc1O. The result is 0 (inactive). (6) The molecule is COC(=O)CCc1cccnc1C=NO. The result is 0 (inactive). (7) The drug is Cc1ccc(C=C2NC(=S)N(CN3CCCCC3)C2=O)cc1. The result is 0 (inactive). (8) The compound is O=C(O)c1cnnc2ccccc12. The result is 0 (inactive). (9) The compound is CC(NC(=O)C(C)C(=O)Nc1ccc(C(F)(F)F)cc1)C(N)=O. The result is 0 (inactive).